This data is from B-cell epitopes from IEDB database with 3,159 antigens for binding position prediction. The task is: Token-level Classification. Given an antigen amino acid sequence, predict which amino acid positions are active epitope sites capable of antibody binding. Output is a list of indices for active positions. (1) Given the antigen sequence: MSTESMIRDVELAEEALPQKMGGFQNSRRCLCLSLFSFLLVAGATTLFCLLNFGVIGPQRDEKFPNGLPLISSMAQTLTLRSSSQNSSDKPVAHVVANHQVEEQLEWLSQRANALLANGMDLKDNQLVVPADGLYLVYSQVLFKGQGCPDYVLLTHTVSRFAISYQEKVNLLSAVKSPCPKDTPEGAELKPWYEPIYLGGVFQLEKGDQLSAEVNLPKYLDFAESGQVYFGVIAL, which amino acid positions are active epitope sites? The epitope positions are: [157, 158, 159, 160, 161, 162, 163, 164, 165, 166, 167, 168, 169, 170, 171, 172, 173, 174]. The amino acids at these positions are: VSRFAISYQEKVNLLSAV. (2) Given the antigen sequence: LGAGLVVNTNEVDAEVLTRRQSQDPKYVTQRISDLEVKNHDLENKNEKLTSENQNLKNKTTELENKT, which amino acid positions are active epitope sites? The epitope positions are: [14, 15, 16, 17, 18, 19, 20, 21, 22, 23, 24, 25, 26, 27, 28, 29, 30, 31, 32]. The amino acids at these positions are: EVLTRRQSQDPKYVTQRIS. (3) Given the antigen sequence: MWRPSDSTVYVPPPNPVSKVVATDAYVTRTNIFYHASSSRLLAVGHPYFSIKRANKTVVPKVSGYQYRVFKVVLPDPNKFALPDSSLFDPTTQRLVWACTGLEVGRGQPLGVGVSGHPFLNKYDDVENSGSGGNPGQDNRVNVGMDYKQTQLCMVGCAPPLGEHWGKGKQCTNTPVQAGDCPPLELITSVIQDGDMVDTGFGAMNFADLQTNKSDVPIDICGTTCKYPDYLQMAADPYGDRLFFFLRKEQMFARHFFNRAGEVGEPVPDTLIIKGSGNRTSVGSSIYVNTPSGSLVSSEAQLFNKPYWLQKAQGHNNGICWGNQLFVTVVDTTRSTNMTLCASVTTSSTYTNSDYKEYMRHVEEYDLQFIFQLCSITLSAEVMAYIHTMNPSVLEDWNFGLSPPPNGTLEDTYRYVQSQAITCQKPTPEKEKPDPYKNLSFWEVNLKEKFSSELDQYPLGRKFLLQSGYRGRSSIRTGVKRSAVSKASAAPKRKRAKTKR..., which amino acid positions are active epitope sites? The epitope positions are: [416, 417, 418, 419, 420, 421, 422, 423, 424, 425, 426, 427, 428, 429, 430, 431, 432, 433, 434, 435... (21 total positions)]. The amino acids at these positions are: QSQAITCQKPTPEKEKPDPYK.